Regression. Given two drug SMILES strings and cell line genomic features, predict the synergy score measuring deviation from expected non-interaction effect. From a dataset of NCI-60 drug combinations with 297,098 pairs across 59 cell lines. (1) Drug 1: CC(C1=C(C=CC(=C1Cl)F)Cl)OC2=C(N=CC(=C2)C3=CN(N=C3)C4CCNCC4)N. Drug 2: C1CNP(=O)(OC1)N(CCCl)CCCl. Cell line: SK-MEL-2. Synergy scores: CSS=7.22, Synergy_ZIP=1.35, Synergy_Bliss=4.86, Synergy_Loewe=-14.2, Synergy_HSA=-0.940. (2) Drug 1: COC1=C(C=C2C(=C1)N=CN=C2NC3=CC(=C(C=C3)F)Cl)OCCCN4CCOCC4. Drug 2: C1=NC2=C(N=C(N=C2N1C3C(C(C(O3)CO)O)O)F)N. Cell line: UACC-257. Synergy scores: CSS=5.17, Synergy_ZIP=-4.77, Synergy_Bliss=-3.91, Synergy_Loewe=-10.0, Synergy_HSA=-4.95. (3) Drug 1: CN1CCC(CC1)COC2=C(C=C3C(=C2)N=CN=C3NC4=C(C=C(C=C4)Br)F)OC. Drug 2: C1C(C(OC1N2C=NC(=NC2=O)N)CO)O. Cell line: MDA-MB-231. Synergy scores: CSS=22.5, Synergy_ZIP=-1.59, Synergy_Bliss=3.06, Synergy_Loewe=6.62, Synergy_HSA=6.78. (4) Drug 1: CS(=O)(=O)CCNCC1=CC=C(O1)C2=CC3=C(C=C2)N=CN=C3NC4=CC(=C(C=C4)OCC5=CC(=CC=C5)F)Cl. Drug 2: C1=CC=C(C(=C1)C(C2=CC=C(C=C2)Cl)C(Cl)Cl)Cl. Cell line: SNB-75. Synergy scores: CSS=4.94, Synergy_ZIP=-1.97, Synergy_Bliss=0.388, Synergy_Loewe=-2.29, Synergy_HSA=-0.812. (5) Cell line: MDA-MB-435. Drug 1: CCC(=C(C1=CC=CC=C1)C2=CC=C(C=C2)OCCN(C)C)C3=CC=CC=C3.C(C(=O)O)C(CC(=O)O)(C(=O)O)O. Synergy scores: CSS=48.8, Synergy_ZIP=16.9, Synergy_Bliss=14.0, Synergy_Loewe=-32.2, Synergy_HSA=12.2. Drug 2: CC1=C2C(C(=O)C3(C(CC4C(C3C(C(C2(C)C)(CC1OC(=O)C(C(C5=CC=CC=C5)NC(=O)C6=CC=CC=C6)O)O)OC(=O)C7=CC=CC=C7)(CO4)OC(=O)C)O)C)OC(=O)C. (6) Drug 1: C1=NC(=NC(=O)N1C2C(C(C(O2)CO)O)O)N. Drug 2: CN(CC1=CN=C2C(=N1)C(=NC(=N2)N)N)C3=CC=C(C=C3)C(=O)NC(CCC(=O)O)C(=O)O. Cell line: SNB-19. Synergy scores: CSS=48.8, Synergy_ZIP=-0.171, Synergy_Bliss=-1.40, Synergy_Loewe=-22.0, Synergy_HSA=-1.69. (7) Drug 1: C1=CC(=CC=C1C#N)C(C2=CC=C(C=C2)C#N)N3C=NC=N3. Drug 2: C1=CC=C(C(=C1)C(C2=CC=C(C=C2)Cl)C(Cl)Cl)Cl. Cell line: HS 578T. Synergy scores: CSS=1.66, Synergy_ZIP=0.237, Synergy_Bliss=0.969, Synergy_Loewe=0.401, Synergy_HSA=-0.321.